The task is: Predict which catalyst facilitates the given reaction.. This data is from Catalyst prediction with 721,799 reactions and 888 catalyst types from USPTO. (1) Reactant: [CH3:1][O:2][C:3]1[C:27]([O:28][CH2:29][CH2:30][CH2:31][CH2:32][CH2:33][O:34][C:35]2[C:36]([O:60][CH2:61][C:62]#[CH:63])=[CH:37][C:38]3[C:44](=[O:45])[N:43]4[CH:46]=[C:47]([CH3:49])[CH2:48][C@H:42]4[C:41](=O)[N:40](COCC[Si](C)(C)C)[C:39]=3[CH:59]=2)=[CH:26][C:6]2[N:7](COCC[Si](C)(C)C)[C:8](=O)[C@@H:9]3[CH2:15][C:14]([CH3:16])=[CH:13][N:10]3[C:11](=[O:12])[C:5]=2[CH:4]=1.C([BH-](CC)CC)C.[Li+]. Product: [CH3:1][O:2][C:3]1[C:27]([O:28][CH2:29][CH2:30][CH2:31][CH2:32][CH2:33][O:34][C:35]2[C:36]([O:60][CH2:61][C:62]#[CH:63])=[CH:37][C:38]3[C:44](=[O:45])[N:43]4[CH:46]=[C:47]([CH3:49])[CH2:48][C@H:42]4[CH:41]=[N:40][C:39]=3[CH:59]=2)=[CH:26][C:6]2[N:7]=[CH:8][C@@H:9]3[CH2:15][C:14]([CH3:16])=[CH:13][N:10]3[C:11](=[O:12])[C:5]=2[CH:4]=1. The catalyst class is: 1. (2) Reactant: [O:1]1[C:5]2([CH2:10][CH2:9][C:8](=[O:11])[CH2:7][CH2:6]2)[O:4][CH2:3][CH2:2]1.C(N(CC)CC)C.S(O[Si:28]([CH:35]([CH3:37])[CH3:36])([CH:32]([CH3:34])[CH3:33])[CH:29]([CH3:31])[CH3:30])(OC(F)(F)F)(=O)=O.O. Product: [O:1]1[C:5]2([CH2:6][CH2:7][C:8]([O:11][Si:28]([CH:35]([CH3:37])[CH3:36])([CH:32]([CH3:34])[CH3:33])[CH:29]([CH3:31])[CH3:30])=[CH:9][CH2:10]2)[O:4][CH2:3][CH2:2]1. The catalyst class is: 4. (3) Reactant: [Cl-].[Al+3].[Cl-].[Cl-].[CH3:5][O:6][C:7]1[CH:12]=[CH:11][C:10]([CH2:13][CH:14]([C:18]2[CH:23]=[CH:22][CH:21]=[CH:20][CH:19]=2)[C:15](Cl)=[O:16])=[CH:9][CH:8]=1. Product: [CH3:5][O:6][C:7]1[CH:12]=[C:11]2[C:10]([CH2:13][CH:14]([C:18]3[CH:23]=[CH:22][CH:21]=[CH:20][CH:19]=3)[C:15]2=[O:16])=[CH:9][CH:8]=1. The catalyst class is: 4. (4) Reactant: C([O:3][C:4](=O)[C:5]([N:21]1[CH:25]=[CH:24][N:23]=[N:22]1)=[CH:6][NH:7][NH:8][C:9]1[CH:14]=[C:13]([N:15]2[CH2:20][CH2:19][O:18][CH2:17][CH2:16]2)[N:12]=[CH:11][N:10]=1)C.C[O-].[Na+].[ClH:30]. Product: [ClH:30].[N:15]1([C:13]2[N:12]=[CH:11][N:10]=[C:9]([N:8]3[C:4](=[O:3])[C:5]([N:21]4[CH:25]=[CH:24][N:23]=[N:22]4)=[CH:6][NH:7]3)[CH:14]=2)[CH2:20][CH2:19][O:18][CH2:17][CH2:16]1. The catalyst class is: 357. (5) The catalyst class is: 5. Product: [NH2:1][C:2]([CH3:22])([C:4](=[N:29][OH:30])[CH2:5][CH:6]([OH:20])[CH2:7][CH2:8][CH2:9][CH2:10][CH2:11][CH2:12][CH2:13][CH2:14][CH2:15][CH2:16][CH2:17][CH2:18][CH3:19])[CH3:3]. Reactant: [NH2:1][C:2]([CH3:22])([C:4](=O)[CH2:5][CH:6]([OH:20])[CH2:7][CH2:8][CH2:9][CH2:10][CH2:11][CH2:12][CH2:13][CH2:14][CH2:15][CH2:16][CH2:17][CH2:18][CH3:19])[CH3:3].C([O-])(=O)C.[Na+].Cl.[NH2:29][OH:30]. (6) Reactant: [CH3:1][CH:2]1[O:7][CH:6]([CH3:8])[CH2:5][NH:4][CH2:3]1.[Cl:9][CH2:10][C:11](Cl)=[O:12]. Product: [Cl:9][CH2:10][C:11]([N:4]1[CH2:5][CH:6]([CH3:8])[O:7][CH:2]([CH3:1])[CH2:3]1)=[O:12]. The catalyst class is: 28. (7) Reactant: C([CH:3](CC)[C:4](O)=[O:5])C.[CH:9](=[O:12])[C:10]#[CH:11].[CH3:13][C:14]([O-])(C)C.[K+].[N:19]12[CH2:27][CH:23]([C:24](=[O:26])[CH2:25]1)[CH2:22][CH2:21][CH2:20]2. Product: [CH2:13]([O:12][CH:9]([O:5][CH2:4][CH3:3])[C:10]#[C:11][C:24]1([OH:26])[CH2:25][N:19]2[CH2:27][CH:23]1[CH2:22][CH2:21][CH2:20]2)[CH3:14]. The catalyst class is: 1. (8) Reactant: I[C:2]1[N:3]=[C:4]([CH:12]2[CH:15]([N:16]3[CH2:21][CH2:20][N:19]([CH3:22])[CH2:18][CH2:17]3)[CH2:14][CH2:13]2)[N:5]2[CH:10]=[CH:9][N:8]=[C:7]([NH2:11])[C:6]=12.[C:23]1([C:29]2[CH:38]=[C:37]([C:39]([F:42])([F:41])[F:40])[C:36]3[C:31](=[CH:32][C:33](B4OC(C)(C)C(C)(C)O4)=[CH:34][CH:35]=3)[N:30]=2)[CH:28]=[CH:27][CH:26]=[CH:25][CH:24]=1.C(=O)([O-])[O-].[Cs+].[Cs+].COCCOC. Product: [CH3:22][N:19]1[CH2:20][CH2:21][N:16]([CH:15]2[CH:12]([C:4]3[N:5]4[CH:10]=[CH:9][N:8]=[C:7]([NH2:11])[C:6]4=[C:2]([C:33]4[CH:32]=[C:31]5[C:36]([C:37]([C:39]([F:42])([F:40])[F:41])=[CH:38][C:29]([C:23]6[CH:28]=[CH:27][CH:26]=[CH:25][CH:24]=6)=[N:30]5)=[CH:35][CH:34]=4)[N:3]=3)[CH2:13][CH2:14]2)[CH2:17][CH2:18]1. The catalyst class is: 103.